Dataset: Full USPTO retrosynthesis dataset with 1.9M reactions from patents (1976-2016). Task: Predict the reactants needed to synthesize the given product. (1) The reactants are: [N:1]1([C:10]([O:12][C:13]([CH3:16])([CH3:15])[CH3:14])=[O:11])[C:9]2[C:4](=[CH:5][CH:6]=[CH:7][CH:8]=2)[CH2:3][CH2:2]1.CN(C)CCN(C)C.C([Li])(CC)C.CN(C)[CH:32]=[O:33]. Given the product [CH:32]([C:8]1[CH:7]=[CH:6][CH:5]=[C:4]2[C:9]=1[N:1]([C:10]([O:12][C:13]([CH3:16])([CH3:15])[CH3:14])=[O:11])[CH2:2][CH2:3]2)=[O:33], predict the reactants needed to synthesize it. (2) Given the product [CH3:1][C:2]1[O:6][C:5]([C:7]2[O:8][C:9]3[CH:15]=[CH:14][CH:13]=[C:12]([N:16]4[CH2:21][CH2:20][NH:19][CH2:18][CH2:17]4)[C:10]=3[CH:11]=2)=[N:4][N:3]=1, predict the reactants needed to synthesize it. The reactants are: [CH3:1][C:2]1[O:6][C:5]([C:7]2[O:8][C:9]3[CH:15]=[CH:14][CH:13]=[C:12]([N:16]4[CH2:21][CH2:20][N:19](C(OC(C)(C)C)=O)[CH2:18][CH2:17]4)[C:10]=3[CH:11]=2)=[N:4][N:3]=1.C(O)(C(F)(F)F)=O.C1COCC1.